Dataset: Full USPTO retrosynthesis dataset with 1.9M reactions from patents (1976-2016). Task: Predict the reactants needed to synthesize the given product. (1) Given the product [C:1]([O:4][C@H:5]1[CH2:10][CH2:9][C@H:8]([N:12]=[N+:13]=[N-:14])[CH:7]=[CH:6]1)(=[O:3])[CH3:2], predict the reactants needed to synthesize it. The reactants are: [C:1]([O:4][C@H:5]1[CH2:10][CH2:9][C@@H:8](Cl)[CH:7]=[CH:6]1)(=[O:3])[CH3:2].[N-:12]=[N+:13]=[N-:14].[Na+]. (2) Given the product [CH3:28][C:27]1[CH:29]=[CH:30][C:24]([S:21]([O:13][CH:10]2[CH2:11][O:12][CH:7]([C:1]3[CH:2]=[CH:3][CH:4]=[CH:5][CH:6]=3)[O:8][CH2:9]2)(=[O:23])=[O:22])=[CH:25][CH:26]=1, predict the reactants needed to synthesize it. The reactants are: [C:1]1([CH:7]2[O:12][CH2:11][CH:10]([OH:13])[CH2:9][O:8]2)[CH:6]=[CH:5][CH:4]=[CH:3][CH:2]=1.C(N(CC)CC)C.[S:21](Cl)([C:24]1[CH:30]=[CH:29][C:27]([CH3:28])=[CH:26][CH:25]=1)(=[O:23])=[O:22]. (3) The reactants are: S(Cl)([Cl:3])=O.[CH3:5][O:6][C:7](=[O:33])[C@H:8]([NH:22][C:23]([O:25][CH2:26][C:27]1[CH:32]=[CH:31][CH:30]=[CH:29][CH:28]=1)=[O:24])[CH2:9][C:10]1[C:11]([CH2:20]O)=[C:12]2[C:16](=[C:17]([Cl:19])[CH:18]=1)[NH:15][N:14]=[CH:13]2. Given the product [CH3:5][O:6][C:7](=[O:33])[C@H:8]([NH:22][C:23]([O:25][CH2:26][C:27]1[CH:32]=[CH:31][CH:30]=[CH:29][CH:28]=1)=[O:24])[CH2:9][C:10]1[C:11]([CH2:20][Cl:3])=[C:12]2[C:16](=[C:17]([Cl:19])[CH:18]=1)[NH:15][N:14]=[CH:13]2, predict the reactants needed to synthesize it. (4) Given the product [Cl:31][C:14]1[CH:13]=[C:12]([N:17]2[CH2:22][CH2:21][O:20][CH2:19][CH2:18]2)[CH:11]=[C:10]([CH2:9][S:8][C:4]2[O:5][C:6]([CH3:7])=[C:2]([CH3:1])[N:3]=2)[N:15]=1, predict the reactants needed to synthesize it. The reactants are: [CH3:1][C:2]1[N:3]=[C:4]([S:8][CH2:9][C:10]2[N:15]=[C:14](N)[CH:13]=[C:12]([N:17]3[CH2:22][CH2:21][O:20][CH2:19][CH2:18]3)[CH:11]=2)[O:5][C:6]=1[CH3:7].N([O-])=O.[Na+].[I-].[K+].[OH-].[Na+].[ClH:31]. (5) Given the product [F:3][C:4]([F:17])([F:18])[CH:5]([C:7]1[CH:8]=[C:9]([CH:14]=[CH:15][CH:16]=1)[C:10]([O:12][CH3:13])=[O:11])[O:6][CH3:20], predict the reactants needed to synthesize it. The reactants are: [H-].[Na+].[F:3][C:4]([F:18])([F:17])[CH:5]([C:7]1[CH:8]=[C:9]([CH:14]=[CH:15][CH:16]=1)[C:10]([O:12][CH3:13])=[O:11])[OH:6].I[CH3:20]. (6) Given the product [Cl:22][C:16]1[C:17]([Cl:21])=[CH:18][CH:19]=[CH:20][C:15]=1[N:7]([C:8]1[CH:9]=[CH:10][CH:11]=[CH:12][CH:13]=1)[C:1]1[CH:6]=[CH:5][CH:4]=[CH:3][CH:2]=1, predict the reactants needed to synthesize it. The reactants are: [C:1]1([NH:7][C:8]2[CH:13]=[CH:12][CH:11]=[CH:10][CH:9]=2)[CH:6]=[CH:5][CH:4]=[CH:3][CH:2]=1.Br[C:15]1[CH:20]=[CH:19][CH:18]=[C:17]([Cl:21])[C:16]=1[Cl:22].CC([O-])(C)C.[Na+].C1(C)C(C)=CC=CC=1.